Task: Predict the product of the given reaction.. Dataset: Forward reaction prediction with 1.9M reactions from USPTO patents (1976-2016) (1) Given the reactants COC1C=C(OC)C=CC=1C[O:6][N:7]1[C:12](=[O:13])[C:11]2[S:14][C:15]3[CH:20]=[CH:19][CH:18]=[CH:17][C:16]=3[C:10]=2[NH:9][C:8]1=[O:21].[CH2:28](Br)[C:29]1[CH:34]=[CH:33][CH:32]=[CH:31][CH:30]=1, predict the reaction product. The product is: [CH2:28]([N:9]1[C:10]2[C:16]3[CH:17]=[CH:18][CH:19]=[CH:20][C:15]=3[S:14][C:11]=2[C:12](=[O:13])[N:7]([OH:6])[C:8]1=[O:21])[C:29]1[CH:34]=[CH:33][CH:32]=[CH:31][CH:30]=1. (2) Given the reactants [Br:1][C:2]1[CH:3]=[C:4]([SH:9])[CH:5]=[CH:6][C:7]=1[F:8].[H-].[Na+].[F:12][C:13]([F:16])([F:15])I.O, predict the reaction product. The product is: [Br:1][C:2]1[CH:3]=[C:4]([S:9][C:13]([F:16])([F:15])[F:12])[CH:5]=[CH:6][C:7]=1[F:8]. (3) Given the reactants [Br:1][C:2]1[CH:3]=[C:4]2[C:14](=[CH:15][CH:16]=1)[O:13][C:7]1([CH2:12][CH2:11][CH2:10][CH2:9][CH2:8]1)[CH2:6][C:5]2=O.C[Si]([N:22]=[C:23]=[N:24][Si](C)(C)C)(C)C, predict the reaction product. The product is: [Br:1][C:2]1[CH:3]=[C:4]2[C:14](=[CH:15][CH:16]=1)[O:13][C:7]1([CH2:12][CH2:11][CH2:10][CH2:9][CH2:8]1)[CH2:6][C:5]2=[N:24][C:23]#[N:22]. (4) Given the reactants Cl[S:2]([N:5]=[C:6]=[O:7])(=[O:4])=[O:3].[CH2:8]([OH:15])[C:9]1[CH:14]=[CH:13][CH:12]=[CH:11][CH:10]=1.[NH:16]1[CH2:21][CH2:20][O:19][CH2:18][CH2:17]1.C(N(CC)CC)C, predict the reaction product. The product is: [CH2:8]([O:15][C:6](=[O:7])[NH:5][S:2]([N:16]1[CH2:21][CH2:20][O:19][CH2:18][CH2:17]1)(=[O:4])=[O:3])[C:9]1[CH:14]=[CH:13][CH:12]=[CH:11][CH:10]=1. (5) Given the reactants [CH:1]([C:4]1[CH:11]=[CH:10][CH:9]=[CH:8][C:5]=1[CH:6]=[O:7])([CH3:3])[CH3:2].[Al+3].[Cl-].[Cl-].[Cl-].[Br:16]Br.C(=O)(O)[O-].[Na+], predict the reaction product. The product is: [Br:16][C:9]1[CH:10]=[CH:11][C:4]([CH:1]([CH3:3])[CH3:2])=[C:5]([CH:8]=1)[CH:6]=[O:7]. (6) Given the reactants Cl.Cl.[NH:3]1[CH2:8][CH2:7][CH:6]([NH:9][C:10]2[N:15]=[CH:14][C:13](/[CH:16]=[CH:17]/[C:18]([O:20][CH2:21][CH3:22])=[O:19])=[CH:12][CH:11]=2)[CH2:5][CH2:4]1.[N:23]1([C:28]2[CH:36]=[CH:35][C:31]([C:32](O)=[O:33])=[CH:30][CH:29]=2)[CH:27]=[CH:26][CH:25]=[CH:24]1.CCN=C=NCCCN(C)C.Cl.C1C=CC2N(O)N=NC=2C=1, predict the reaction product. The product is: [N:23]1([C:28]2[CH:36]=[CH:35][C:31]([C:32]([N:3]3[CH2:8][CH2:7][CH:6]([NH:9][C:10]4[N:15]=[CH:14][C:13](/[CH:16]=[CH:17]/[C:18]([O:20][CH2:21][CH3:22])=[O:19])=[CH:12][CH:11]=4)[CH2:5][CH2:4]3)=[O:33])=[CH:30][CH:29]=2)[CH:27]=[CH:26][CH:25]=[CH:24]1. (7) Given the reactants C1(P(C2C=CC=CC=2)C2C=CC=CC=2)C=CC=CC=1.CCOC(/N=N/C(OCC)=O)=O.[S:32]1C=C[CH:34]=[C:33]1CC(O)=O.[CH3:41][O:42][C:43](=[O:66])[C@H:44]([CH2:62][CH:63]([CH3:65])[CH3:64])[NH:45][C:46](=[O:61])[C:47]1[CH:52]=[CH:51][C:50]([CH2:53][OH:54])=[CH:49][C:48]=1[C:55]1[CH:60]=[CH:59][CH:58]=[CH:57][CH:56]=1.C([O-])([O-])=O.[K+].[K+], predict the reaction product. The product is: [CH3:41][O:42][C:43](=[O:66])[C@H:44]([CH2:62][CH:63]([CH3:64])[CH3:65])[NH:45][C:46](=[O:61])[C:47]1[CH:52]=[CH:51][C:50]([CH2:53][O:54][C:33](=[S:32])[CH3:34])=[CH:49][C:48]=1[C:55]1[CH:60]=[CH:59][CH:58]=[CH:57][CH:56]=1.